From a dataset of Forward reaction prediction with 1.9M reactions from USPTO patents (1976-2016). Predict the product of the given reaction. (1) Given the reactants [CH3:1][O:2][C:3]1[C:8]2[N:9]=[C:10]([NH2:12])[S:11][C:7]=2[C:6]([N:13]2[CH2:18][CH2:17][O:16][CH2:15][CH2:14]2)=[CH:5][CH:4]=1.Cl[C:20]([CH2:22][C@@H:23]1[CH2:27][CH2:26][C@H:25]([O:28][C:29](=[O:31])[CH3:30])[CH2:24]1)=[O:21], predict the reaction product. The product is: [C:29]([O:28][C@@H:25]1[CH2:26][CH2:27][C@H:23]([CH2:22][C:20]([NH:12][C:10]2[S:11][C:7]3[C:6]([N:13]4[CH2:18][CH2:17][O:16][CH2:15][CH2:14]4)=[CH:5][CH:4]=[C:3]([O:2][CH3:1])[C:8]=3[N:9]=2)=[O:21])[CH2:24]1)(=[O:31])[CH3:30]. (2) The product is: [CH2:28]([NH:27][C:25]([NH:24][C:22]1[S:23][C:17]2[CH2:16][NH:15][CH2:20][CH2:19][C:18]=2[N:21]=1)=[O:26])[CH:29]=[CH2:30]. Given the reactants C(O)(C(F)(F)F)=O.C(OC([N:15]1[CH2:20][CH2:19][C:18]2[N:21]=[C:22]([NH:24][C:25]([NH:27][CH2:28][CH:29]=[CH2:30])=[O:26])[S:23][C:17]=2[CH2:16]1)=O)(C)(C)C, predict the reaction product. (3) Given the reactants CC1CCCCC1=O.[C:9]([CH:13]1[CH2:18][CH2:17][CH2:16][CH:15]([Cl:19])[C:14]1=[O:20])(C)(C)C, predict the reaction product. The product is: [Cl:19][CH:15]1[CH2:16][CH2:17][CH2:18][CH:13]([CH3:9])[C:14]1=[O:20]. (4) The product is: [CH3:17][C:10]1[C:11]2[C:16](=[CH:15][CH:14]=[CH:13][CH:12]=2)[NH:8][C:9]=1[C:18]1[C:19](=[O:30])[NH:20][N:21]=[C:22]([C:24]2[CH:25]=[CH:26][N:27]=[CH:28][CH:29]=2)[CH:23]=1. Given the reactants C(OC([N:8]1[C:16]2[C:11](=[CH:12][CH:13]=[CH:14][CH:15]=2)[C:10]([CH3:17])=[C:9]1[C:18]1[CH:23]=[C:22]([C:24]2[CH:29]=[CH:28][N:27]=[CH:26][CH:25]=2)[N:21]=[N:20][C:19]=1[O:30]C)=O)(C)(C)C.Cl, predict the reaction product. (5) Given the reactants [Cl:1][C:2]1[CH:11]=[C:10]2[C:5]([CH:6]=[CH:7][CH:8]=[C:9]2[C:12]2[N:13]3[CH2:21][CH2:20][N:19]=[C:14]3[S:15][C:16]=2[CH:17]=[O:18])=[CH:4][CH:3]=1.[BH4-].[Na+].Cl, predict the reaction product. The product is: [Cl:1][C:2]1[CH:11]=[C:10]2[C:5]([CH:6]=[CH:7][CH:8]=[C:9]2[C:12]2[N:13]3[CH2:21][CH2:20][N:19]=[C:14]3[S:15][C:16]=2[CH2:17][OH:18])=[CH:4][CH:3]=1.